This data is from Catalyst prediction with 721,799 reactions and 888 catalyst types from USPTO. The task is: Predict which catalyst facilitates the given reaction. (1) Reactant: [Na].[F:2][C:3]1[CH:8]=[CH:7][C:6]([CH:9]2[CH2:14][CH2:13][N:12]([C:15]([O:17][C:18]([CH3:21])([CH3:20])[CH3:19])=[O:16])[CH2:11][CH:10]2[C:22]([O:24]CC)=[O:23])=[CH:5][CH:4]=1.[OH-].[Na+].Cl. Product: [C:18]([O:17][C:15]([N:12]1[CH2:13][CH2:14][C@@H:9]([C:6]2[CH:5]=[CH:4][C:3]([F:2])=[CH:8][CH:7]=2)[C@H:10]([C:22]([OH:24])=[O:23])[CH2:11]1)=[O:16])([CH3:21])([CH3:19])[CH3:20]. The catalyst class is: 5. (2) Reactant: [CH2:1]([OH:4])[CH2:2][OH:3].[C:5]1([S:11]([CH:14]2[CH2:19][CH2:18][CH2:17][C:16](=O)[CH2:15]2)(=[O:13])=[O:12])[CH:10]=[CH:9][CH:8]=[CH:7][CH:6]=1.C(=O)(O)[O-].[Na+]. Product: [CH2:2]1[CH2:1][O:4][C:16]2([CH2:17][CH2:18][CH2:19][CH:14]([S:11]([C:5]3[CH:10]=[CH:9][CH:8]=[CH:7][CH:6]=3)(=[O:12])=[O:13])[CH2:15]2)[O:3]1. The catalyst class is: 48. (3) Reactant: Br[CH2:2][C:3]([CH2:5][O:6][C:7]([C:20]1[CH:25]=[CH:24][CH:23]=[CH:22][CH:21]=1)([C:14]1[CH:19]=[CH:18][CH:17]=[CH:16][CH:15]=1)[C:8]1[CH:13]=[CH:12][CH:11]=[CH:10][CH:9]=1)=[CH2:4].C[Si]([C:30]#[N:31])(C)C.[F-].C([N+](CCCC)(CCCC)CCCC)CCC.C1COCC1. Product: [C:8]1([C:7]([C:20]2[CH:25]=[CH:24][CH:23]=[CH:22][CH:21]=2)([C:14]2[CH:19]=[CH:18][CH:17]=[CH:16][CH:15]=2)[O:6][CH2:5][C:3](=[CH2:4])[CH2:2][C:30]#[N:31])[CH:13]=[CH:12][CH:11]=[CH:10][CH:9]=1. The catalyst class is: 23. (4) Reactant: [C:1]([C:3]1[CH:8]=[CH:7][C:6]([C:9]2[O:10][C@@H:11]([CH3:17])[C@H:12]([C:14]([O-:16])=O)[N:13]=2)=[C:5]([OH:18])[CH:4]=1)#[CH:2].[CH2:19]([NH3+:21])[CH3:20].C(Cl)Cl.C1C=CC2N(O)N=NC=2C=1.C1CCC(N=C=NC2CCCCC2)CC1. Product: [CH2:19]([NH:21][C:14]([C@H:12]1[C@H:11]([CH3:17])[O:10][C:9]([C:6]2[CH:7]=[CH:8][C:3]([C:1]#[CH:2])=[CH:4][C:5]=2[OH:18])=[N:13]1)=[O:16])[CH3:20]. The catalyst class is: 3. (5) Reactant: C(N(CC)C(C)C)(C)C.[NH2:10][CH2:11][CH2:12][O:13][CH2:14][CH2:15][O:16][CH2:17][CH2:18][O:19][C:20]1[C:25]([Cl:26])=[CH:24][C:23]([NH:27][C:28]2[CH:36]=[CH:35][CH:34]=[CH:33][C:29]=2[C:30]([OH:32])=[O:31])=[CH:22][C:21]=1[Cl:37].[CH:38]1[C:43]([N:44]=[C:45]=[S:46])=[CH:42][C:41]2[C:47]([O:49][C:50]3([C:60]4[CH:61]=[CH:62][C:63]([OH:65])=[CH:64][C:59]=4[O:58][C:52]4[CH:53]=[C:54]([OH:57])[CH:55]=[CH:56][C:51]3=4)[C:40]=2[CH:39]=1)=[O:48]. Product: [Cl:37][C:21]1[CH:22]=[C:23]([NH:27][C:28]2[CH:36]=[CH:35][CH:34]=[CH:33][C:29]=2[C:30]([OH:32])=[O:31])[CH:24]=[C:25]([Cl:26])[C:20]=1[O:19][CH2:18][CH2:17][O:16][CH2:15][CH2:14][O:13][CH2:12][CH2:11][NH:10][C:45]([NH:44][C:43]1[CH:42]=[C:41]2[C:40](=[CH:39][CH:38]=1)[C:50]1([C:51]3[CH:56]=[CH:55][C:54]([OH:57])=[CH:53][C:52]=3[O:58][C:59]3[C:60]1=[CH:61][CH:62]=[C:63]([OH:65])[CH:64]=3)[O:49][C:47]2=[O:48])=[S:46]. The catalyst class is: 3. (6) Reactant: [CH2:1]([N:3]([CH2:33][CH3:34])[CH2:4][CH2:5][N:6]1[C:10]2[CH:11]=[C:12]([C:19]#[N:20])[CH:13]=[C:14]([C:15]([F:18])([F:17])[F:16])[C:9]=2[N:8]([CH2:21][C:22]2[CH:27]=[CH:26][CH:25]=[C:24]([C:28]([F:31])([F:30])[F:29])[CH:23]=2)[C:7]1=[O:32])[CH3:2].[OH-].[K+].[C:37](=[O:40])(O)[O-:38].[Na+].O. Product: [F:16][C:15]([F:18])([F:17])[C:37]([OH:38])=[O:40].[CH2:33]([N:3]([CH2:1][CH3:2])[CH2:4][CH2:5][N:6]1[C:10]2[CH:11]=[C:12]([C:19]([NH2:20])=[O:38])[CH:13]=[C:14]([C:15]([F:18])([F:17])[F:16])[C:9]=2[N:8]([CH2:21][C:22]2[CH:27]=[CH:26][CH:25]=[C:24]([C:28]([F:30])([F:31])[F:29])[CH:23]=2)[C:7]1=[O:32])[CH3:34]. The catalyst class is: 107.